This data is from Reaction yield outcomes from USPTO patents with 853,638 reactions. The task is: Predict the reaction yield, written as a fraction of the theoretical maximum amount of product (1.0 means a 100% yield; for example, 0.34 means a 34% yield). (1) The reactants are [C:1]1([NH2:8])[C:2]([NH2:7])=[CH:3][CH:4]=[CH:5][CH:6]=1.[F:9][C:10]([F:18])([F:17])[CH:11]([OH:16])[C:12](F)(F)F. No catalyst specified. The product is [NH2:7][C:2]1[CH:3]=[CH:4][CH:5]=[CH:6][C:1]=1[NH:8][CH2:12][C@@H:11]([OH:16])[C:10]([F:18])([F:17])[F:9]. The yield is 0.662. (2) The reactants are C=O.[S:3]1[CH:7]=[CH:6][C:5]2[CH:8]=[C:9]([N:12]3[C@@H:21]4[C@@H:16]([CH2:17][CH2:18][CH2:19][CH2:20]4)[NH:15][C:14]([CH3:23])([CH3:22])[CH2:13]3)[CH:10]=[CH:11][C:4]1=2.[C:24]([BH3-])#N.[Na+].[ClH:28].C(OCC)(=O)C. The catalyst is C(O)C.C(O)(=O)C.CO. The product is [ClH:28].[S:3]1[CH:7]=[CH:6][C:5]2[CH:8]=[C:9]([N:12]3[C@H:21]4[C@H:16]([CH2:17][CH2:18][CH2:19][CH2:20]4)[N:15]([CH3:24])[C:14]([CH3:23])([CH3:22])[CH2:13]3)[CH:10]=[CH:11][C:4]1=2. The yield is 0.740. (3) The reactants are [NH:1]([C:8]1[C:16]2[O:15][CH2:14][C@@H:13]([N:17]([C:32](=[O:37])[C:33]([F:36])([F:35])[F:34])[C:18]3[CH:31]=[CH:30][C:21]4[C@H:22]([CH2:25][C:26]([O:28][CH3:29])=[O:27])[CH2:23][O:24][C:20]=4[CH:19]=3)[C:12]=2[CH:11]=[CH:10][CH:9]=1)[C:2]1[CH:7]=[CH:6][CH:5]=[CH:4][CH:3]=1.[CH2:38](I)[CH3:39].[H-].[Na+].O. The catalyst is CN(C)C=O. The product is [CH2:38]([N:1]([C:2]1[CH:3]=[CH:4][CH:5]=[CH:6][CH:7]=1)[C:8]1[C:16]2[O:15][CH2:14][C@@H:13]([N:17]([C:32](=[O:37])[C:33]([F:36])([F:35])[F:34])[C:18]3[CH:31]=[CH:30][C:21]4[C@H:22]([CH2:25][C:26]([O:28][CH3:29])=[O:27])[CH2:23][O:24][C:20]=4[CH:19]=3)[C:12]=2[CH:11]=[CH:10][CH:9]=1)[CH3:39]. The yield is 0.410.